Predict the reactants needed to synthesize the given product. From a dataset of Full USPTO retrosynthesis dataset with 1.9M reactions from patents (1976-2016). (1) Given the product [CH3:35][NH:27][C@H:24]1[CH2:25][CH2:26][N:22]([C:3]2[C:2]([C:38]3[CH:37]=[N:36][CH:41]=[CH:40][CH:39]=3)=[CH:7][C:6]([C:8]([NH:9][C:10]3[CH:11]=[CH:12][C:13]([O:16][C:17]([F:20])([F:18])[F:19])=[CH:14][CH:15]=3)=[O:21])=[CH:5][N:4]=2)[CH2:23]1, predict the reactants needed to synthesize it. The reactants are: Br[C:2]1[C:3]([N:22]2[CH2:26][CH2:25][C@H:24]([N:27]([CH3:35])C(=O)OC(C)(C)C)[CH2:23]2)=[N:4][CH:5]=[C:6]([C:8](=[O:21])[NH:9][C:10]2[CH:15]=[CH:14][C:13]([O:16][C:17]([F:20])([F:19])[F:18])=[CH:12][CH:11]=2)[CH:7]=1.[N:36]1[CH:41]=[CH:40][CH:39]=[C:38](B(O)O)[CH:37]=1. (2) Given the product [C:70]([C:49]1[N:50]=[C:51]([C:52]2[CH:57]=[C:56]([C:58]([F:59])([F:60])[F:61])[C:55]([O:62][CH2:63][CH:64]3[CH2:69][CH2:68][N:67]([C:38]([CH:35]4[CH2:34][CH2:33][N:32]([C:30]([O:29][C:25]([CH3:26])([CH3:27])[CH3:28])=[O:31])[CH2:37][CH2:36]4)=[O:40])[CH2:66][CH2:65]3)=[N:54][CH:53]=2)[C:46]2[CH:45]=[CH:44][N:43]([CH3:42])[C:47]=2[N:48]=1)#[N:71], predict the reactants needed to synthesize it. The reactants are: F[P-](F)(F)(F)(F)F.N1(OC(N(C)C)=[N+](C)C)C2N=CC=CC=2N=N1.[C:25]([O:29][C:30]([N:32]1[CH2:37][CH2:36][CH:35]([C:38]([OH:40])=O)[CH2:34][CH2:33]1)=[O:31])([CH3:28])([CH3:27])[CH3:26].Cl.[CH3:42][N:43]1[C:47]2[N:48]=[C:49]([C:70]#[N:71])[N:50]=[C:51]([C:52]3[CH:53]=[N:54][C:55]([O:62][CH2:63][CH:64]4[CH2:69][CH2:68][NH:67][CH2:66][CH2:65]4)=[C:56]([C:58]([F:61])([F:60])[F:59])[CH:57]=3)[C:46]=2[CH:45]=[CH:44]1.C(N(CC)C(C)C)(C)C.C([O-])(O)=O.[Na+]. (3) Given the product [F:1][C:2]1[CH:7]=[C:6]([F:8])[CH:5]=[CH:4][C:3]=1[O:9][CH2:11][C:12]([C:14]1[CH:19]=[CH:18][C:17]([S:20][CH3:21])=[CH:16][CH:15]=1)=[O:13], predict the reactants needed to synthesize it. The reactants are: [F:1][C:2]1[CH:7]=[C:6]([F:8])[CH:5]=[CH:4][C:3]=1[OH:9].Br[CH2:11][C:12]([C:14]1[CH:19]=[CH:18][C:17]([S:20][CH3:21])=[CH:16][CH:15]=1)=[O:13].C(=O)([O-])[O-].[K+].[K+]. (4) Given the product [F:23][C:10]1[CH:11]=[C:12]([N:15]2[CH2:19][C@H:18]([CH2:20][OH:21])[O:17][C:16]2=[O:22])[CH:13]=[CH:14][C:9]=1[OH:8], predict the reactants needed to synthesize it. The reactants are: C([O:8][C:9]1[CH:14]=[CH:13][C:12]([N:15]2[CH2:19][C@H:18]([CH2:20][OH:21])[O:17][C:16]2=[O:22])=[CH:11][C:10]=1[F:23])C1C=CC=CC=1.